Regression. Given two drug SMILES strings and cell line genomic features, predict the synergy score measuring deviation from expected non-interaction effect. From a dataset of NCI-60 drug combinations with 297,098 pairs across 59 cell lines. Drug 1: CC1=C(C(CCC1)(C)C)C=CC(=CC=CC(=CC(=O)O)C)C. Drug 2: CN(CCCl)CCCl.Cl. Cell line: A549. Synergy scores: CSS=50.4, Synergy_ZIP=-0.513, Synergy_Bliss=-0.587, Synergy_Loewe=-9.23, Synergy_HSA=2.69.